Task: Predict the product of the given reaction.. Dataset: Forward reaction prediction with 1.9M reactions from USPTO patents (1976-2016) (1) Given the reactants [Br:1][C:2]1[CH:3]=[C:4]2[C:8](=[C:9]([CH2:11]O)[CH:10]=1)[N:7]([CH2:13][CH:14]([CH3:16])[CH3:15])[N:6]=[CH:5]2.[CH3:17][O:18][C:19]([C:21]1[CH:22]=[C:23]2[C:27](=[CH:28][CH:29]=1)[NH:26][N:25]=[CH:24]2)=[O:20], predict the reaction product. The product is: [CH3:17][O:18][C:19]([C:21]1[CH:22]=[C:23]2[C:27](=[CH:28][CH:29]=1)[N:26]([CH2:11][C:9]1[CH:10]=[C:2]([Br:1])[CH:3]=[C:4]3[C:8]=1[N:7]([CH2:13][CH:14]([CH3:16])[CH3:15])[N:6]=[CH:5]3)[N:25]=[CH:24]2)=[O:20]. (2) Given the reactants Cl.[CH3:2][O:3][C:4]1[CH:5]=[C:6]2[C:11](=[CH:12][C:13]=1[CH:14]=[O:15])[CH2:10][NH:9][CH2:8][CH2:7]2.C([O-])([O-])=O.[K+].[K+].[CH2:22](Cl)[C:23]1[CH:28]=[CH:27][CH:26]=[CH:25][CH:24]=1.O, predict the reaction product. The product is: [CH2:22]([N:9]1[CH2:8][CH2:7][C:6]2[C:11](=[CH:12][C:13]([CH:14]=[O:15])=[C:4]([O:3][CH3:2])[CH:5]=2)[CH2:10]1)[C:23]1[CH:28]=[CH:27][CH:26]=[CH:25][CH:24]=1. (3) Given the reactants [Cl:1][C:2]1[C:7]([O:8][CH3:9])=[CH:6][C:5]([O:10][CH3:11])=[C:4]([Cl:12])[C:3]=1[C:13]1[N:18]=[C:17]2[NH:19][N:20]=[C:21](I)[C:16]2=[CH:15][N:14]=1.[CH:23]([N:26]1[CH2:35][CH2:34][C:33]2[C:28](=[CH:29][CH:30]=[C:31](B3OC(C)(C)C(C)(C)O3)[CH:32]=2)[C:27]1=[O:45])([CH3:25])[CH3:24], predict the reaction product. The product is: [Cl:1][C:2]1[C:7]([O:8][CH3:9])=[CH:6][C:5]([O:10][CH3:11])=[C:4]([Cl:12])[C:3]=1[C:13]1[N:18]=[C:17]2[NH:19][N:20]=[C:21]([C:31]3[CH:32]=[C:33]4[C:28](=[CH:29][CH:30]=3)[C:27](=[O:45])[N:26]([CH:23]([CH3:25])[CH3:24])[CH2:35][CH2:34]4)[C:16]2=[CH:15][N:14]=1. (4) Given the reactants [CH2:1]([Si:3]([CH2:17][CH3:18])([CH2:15][CH3:16])[N:4]([CH2:8][C:9]1[CH:14]=[CH:13][CH:12]=[CH:11][CH:10]=1)[CH2:5][CH:6]=[CH2:7])[CH3:2].[CH3:19][O:20][SiH:21]([O:24][CH3:25])[O:22][CH3:23], predict the reaction product. The product is: [CH2:17]([Si:3]([CH2:15][CH3:16])([CH2:1][CH3:2])[N:4]([CH2:8][C:9]1[CH:14]=[CH:13][CH:12]=[CH:11][CH:10]=1)[CH2:5][CH2:6][CH2:7][Si:21]([O:24][CH3:25])([O:22][CH3:23])[O:20][CH3:19])[CH3:18]. (5) Given the reactants [CH2:1]([N:3]([CH2:29][CH3:30])[CH2:4][CH2:5][N:6]1[CH2:11][CH2:10][C:9]2[NH:12][C:13]([CH:16]=[C:17]3[C:25]4[C:20](=[CH:21][CH:22]=[C:23]([F:26])[CH:24]=4)[NH:19][C:18]3=[O:27])=[C:14]([CH3:15])[C:8]=2[C:7]1=[O:28])[CH3:2].C(O)(=O)C.[Br:35]N1C(=O)CCC1=O.N(C(C)(C)C#N)=NC(C)(C)C#N, predict the reaction product. The product is: [Br:35][CH:10]1[CH2:11][N:6]([CH2:5][CH2:4][N:3]([CH2:1][CH3:2])[CH2:29][CH3:30])[C:7](=[O:28])[C:8]2[C:14]([CH3:15])=[C:13]([CH:16]=[C:17]3[C:25]4[C:20](=[CH:21][CH:22]=[C:23]([F:26])[CH:24]=4)[NH:19][C:18]3=[O:27])[NH:12][C:9]1=2.